From a dataset of Forward reaction prediction with 1.9M reactions from USPTO patents (1976-2016). Predict the product of the given reaction. (1) Given the reactants Cl[C:2]1[N:7]=[C:6]([NH:8][N:9]2[CH:13]=[CH:12][CH:11]=[CH:10]2)[C:5]([F:14])=[CH:4][N:3]=1.[NH2:15][C:16]1[CH:17]=[C:18]([OH:22])[CH:19]=[CH:20][CH:21]=1, predict the reaction product. The product is: [F:14][C:5]1[C:6]([NH:8][N:9]2[CH:13]=[CH:12][CH:11]=[CH:10]2)=[N:7][C:2]([NH:15][C:16]2[CH:21]=[CH:20][CH:19]=[C:18]([OH:22])[CH:17]=2)=[N:3][CH:4]=1. (2) Given the reactants O=P12OP3(OP(OP(O3)(O1)=O)(=O)O2)=O.C[Si](C)(C)O[Si](C)(C)C.[Cl:24][C:25]1[N:30]=[C:29]([C:31]([NH2:33])=O)[CH:28]=[C:27]([N:34]2[CH2:39][CH2:38][CH:37]([NH:40][C:41]([C:43]3[NH:44][C:45]([CH3:50])=[C:46]([Cl:49])[C:47]=3[Cl:48])=[O:42])[CH2:36][CH2:35]2)[N:26]=1.[CH3:51][Si:52]([O:55][P:56](=[O:58])=[O:57])([CH3:54])[CH3:53], predict the reaction product. The product is: [CH3:51][Si:52]([O:55][P:56](=[O:58])=[O:57])([CH3:54])[CH3:53].[Cl:48][C:47]1[C:46]([Cl:49])=[C:45]([CH3:50])[NH:44][C:43]=1[C:41]([NH:40][CH:37]1[CH2:38][CH2:39][N:34]([C:27]2[CH:28]=[C:29]([C:31]#[N:33])[N:30]=[C:25]([Cl:24])[N:26]=2)[CH2:35][CH2:36]1)=[O:42]. (3) Given the reactants C[O:2][C:3]([C:5]1([C:18]2[CH:23]=[CH:22][C:21]([Cl:24])=[CH:20][CH:19]=2)[CH2:10][CH2:9][N:8]([C:11]([O:13][C:14]([CH3:17])([CH3:16])[CH3:15])=[O:12])[CH2:7][CH2:6]1)=O.[H-].[Al+3].[Li+].[H-].[H-].[H-].O, predict the reaction product. The product is: [C:14]([O:13][C:11]([N:8]1[CH2:7][CH2:6][C:5]([C:18]2[CH:23]=[CH:22][C:21]([Cl:24])=[CH:20][CH:19]=2)([CH2:3][OH:2])[CH2:10][CH2:9]1)=[O:12])([CH3:17])([CH3:15])[CH3:16]. (4) Given the reactants [OH:1][C:2]1([CH2:8][CH:9]([NH2:22])[CH2:10][N:11]([CH3:21])[C:12](=[O:20])[O:13][CH2:14][CH2:15][Si:16]([CH3:19])([CH3:18])[CH3:17])[CH2:7][CH2:6][CH2:5][CH2:4][CH2:3]1.[Si](Cl)(C)(C)C.Cl[C:29](OC1C=CC([N+]([O-])=O)=CC=1)=[O:30].Cl.[Cl:42][C:43]1[CH:44]=[C:45]([C@:49]([C@@H:57]2[CH2:62][CH2:61][CH2:60][NH:59][CH2:58]2)([OH:56])[CH2:50][CH2:51][CH2:52][CH2:53][O:54][CH3:55])[CH:46]=[CH:47][CH:48]=1, predict the reaction product. The product is: [Cl:42][C:43]1[CH:44]=[C:45]([C@:49]([C@@H:57]2[CH2:62][CH2:61][CH2:60][N:59]([C:29]([NH:22][CH:9]([CH2:8][C:2]3([OH:1])[CH2:3][CH2:4][CH2:5][CH2:6][CH2:7]3)[CH2:10][N:11]([CH3:21])[C:12]([O:13][CH2:14][CH2:15][Si:16]([CH3:17])([CH3:19])[CH3:18])=[O:20])=[O:30])[CH2:58]2)([OH:56])[CH2:50][CH2:51][CH2:52][CH2:53][O:54][CH3:55])[CH:46]=[CH:47][CH:48]=1. (5) Given the reactants C([Li])CCC.[N:6]1[CH:11]=[CH:10][CH:9]=[CH:8][C:7]=1[NH:12][C:13](=[O:18])[C:14]([CH3:17])([CH3:16])[CH3:15].CN(C)[CH:21]=[O:22].Cl.C(=O)([O-])[O-].[K+].[K+], predict the reaction product. The product is: [CH:21]([C:8]1[C:7]([NH:12][C:13](=[O:18])[C:14]([CH3:15])([CH3:17])[CH3:16])=[N:6][CH:11]=[CH:10][CH:9]=1)=[O:22]. (6) Given the reactants Cl[CH2:2][C:3]1[N:4]=[C:5]2[CH:10]=[CH:9][CH:8]=[CH:7][N:6]2[CH:11]=1.[I-].[Na+].[OH:14][CH2:15][C:16]([O:18]CC)=[O:17].[H-].[Na+].ICC1N=C2C=CC=CN2C=1, predict the reaction product. The product is: [N:4]1[C:3]([CH2:2][O:14][CH2:15][C:16]([OH:18])=[O:17])=[CH:11][N:6]2[CH:7]=[CH:8][CH:9]=[CH:10][C:5]=12. (7) Given the reactants [O-]S([O-])(=O)=O.[Na+].[Na+].[NH2:8][C:9]1[CH:10]=[C:11]([CH:17]([NH:23][C:24]2[CH:29]=[CH:28][C:27]([C:30]#[N:31])=[CH:26][CH:25]=2)[C:18]([O:20][CH2:21][CH3:22])=[O:19])[CH:12]=[C:13]([CH2:15][CH3:16])[CH:14]=1.[CH3:32][N:33]1[CH2:38][CH2:37][C:36](=O)[CH2:35][CH2:34]1.C([O-])(O)=O.[Na+], predict the reaction product. The product is: [C:30]([C:27]1[CH:28]=[CH:29][C:24]([NH:23][CH:17]([C:11]2[CH:10]=[C:9]([NH:8][CH:36]3[CH2:37][CH2:38][N:33]([CH3:32])[CH2:34][CH2:35]3)[CH:14]=[C:13]([CH2:15][CH3:16])[CH:12]=2)[C:18]([O:20][CH2:21][CH3:22])=[O:19])=[CH:25][CH:26]=1)#[N:31]. (8) The product is: [CH2:1]([C:5]1[N:9]([C:10]2[CH:11]=[CH:12][CH:13]=[CH:14][CH:15]=2)[N:8]=[C:7]([C:16]([O:18][CH2:19][CH3:20])=[O:17])[C:6]=1[C:21]1[CH:29]=[CH:28][C:24]([C:25](=[O:26])[NH:49][S:46]([CH2:45][CH2:44][Si:43]([CH3:51])([CH3:50])[CH3:42])(=[O:48])=[O:47])=[CH:23][C:22]=1[C:30]([N:32]1[CH2:41][CH2:40][C:39]2[C:34](=[CH:35][CH:36]=[CH:37][CH:38]=2)[CH2:33]1)=[O:31])[CH2:2][CH2:3][CH3:4]. Given the reactants [CH2:1]([C:5]1[N:9]([C:10]2[CH:15]=[CH:14][CH:13]=[CH:12][CH:11]=2)[N:8]=[C:7]([C:16]([O:18][CH2:19][CH3:20])=[O:17])[C:6]=1[C:21]1[CH:29]=[CH:28][C:24]([C:25](O)=[O:26])=[CH:23][C:22]=1[C:30]([N:32]1[CH2:41][CH2:40][C:39]2[C:34](=[CH:35][CH:36]=[CH:37][CH:38]=2)[CH2:33]1)=[O:31])[CH2:2][CH2:3][CH3:4].[CH3:42][Si:43]([CH3:51])([CH3:50])[CH2:44][CH2:45][S:46]([NH2:49])(=[O:48])=[O:47], predict the reaction product. (9) Given the reactants [CH2:1]([N:8]1[CH2:12][CH:11]([NH:13][CH3:14])[CH2:10][CH:9]1[C:15]([N:17]1[CH2:22][CH2:21][N:20]([C:23]2[CH:30]=[CH:29][CH:28]=[CH:27][C:24]=2[C:25]#[N:26])[CH2:19][CH2:18]1)=[O:16])[C:2]1[CH:7]=[CH:6][CH:5]=[CH:4][CH:3]=1.[F:31][C:32]1[CH:33]=[C:34]([CH:37]=[CH:38][CH:39]=1)[CH:35]=O, predict the reaction product. The product is: [CH2:1]([N:8]1[CH2:12][C@@H:11]([N:13]([CH2:35][C:34]2[CH:37]=[CH:38][CH:39]=[C:32]([F:31])[CH:33]=2)[CH3:14])[CH2:10][C@H:9]1[C:15]([N:17]1[CH2:22][CH2:21][N:20]([C:23]2[CH:30]=[CH:29][CH:28]=[CH:27][C:24]=2[C:25]#[N:26])[CH2:19][CH2:18]1)=[O:16])[C:2]1[CH:7]=[CH:6][CH:5]=[CH:4][CH:3]=1.